From a dataset of Full USPTO retrosynthesis dataset with 1.9M reactions from patents (1976-2016). Predict the reactants needed to synthesize the given product. (1) Given the product [C:16]([C:15]1[CH:18]=[C:11]([C:10]#[C:9][C:4]2[CH:5]=[CH:6][C:7]([F:8])=[C:2]([NH:1][C:29](=[O:25])[CH:28]([CH3:19])[CH3:27])[CH:3]=2)[CH:12]=[N:13][CH:14]=1)#[N:17], predict the reactants needed to synthesize it. The reactants are: [NH2:1][C:2]1[CH:3]=[C:4]([C:9]#[C:10][C:11]2[CH:12]=[N:13][CH:14]=[C:15]([CH:18]=2)[C:16]#[N:17])[CH:5]=[CH:6][C:7]=1[F:8].[C:19](OCC)(=O)C.[O:25]1[CH2:29][CH2:28][CH2:27]C1. (2) Given the product [F:1][C:2]1[CH:9]=[CH:8][CH:7]=[C:6]([O:10][CH3:11])[C:3]=1[CH2:4][N:20]1[CH2:21][CH2:22][CH2:23][C@@H:18]([C:17]2[N:13]([CH3:12])[N:14]=[C:15]([C:24]3[CH:25]=[C:26]4[C:30](=[CH:31][CH:32]=3)[NH:29][N:28]=[C:27]4[C:33]3[CH:34]=[CH:35][N:36]=[CH:37][CH:38]=3)[N:16]=2)[CH2:19]1, predict the reactants needed to synthesize it. The reactants are: [F:1][C:2]1[CH:9]=[CH:8][CH:7]=[C:6]([O:10][CH3:11])[C:3]=1[CH:4]=O.[CH3:12][N:13]1[C:17]([C@@H:18]2[CH2:23][CH2:22][CH2:21][NH:20][CH2:19]2)=[N:16][C:15]([C:24]2[CH:25]=[C:26]3[C:30](=[CH:31][CH:32]=2)[NH:29][N:28]=[C:27]3[C:33]2[CH:38]=[CH:37][N:36]=[CH:35][CH:34]=2)=[N:14]1.C(O[BH-](OC(=O)C)OC(=O)C)(=O)C.[Na+]. (3) Given the product [CH3:22][N:23]1[CH:27]=[CH:26][C:25]([C:28]([NH:12][C:1]23[CH2:10][CH:5]4[CH2:6][CH:7]([CH2:9][C:3]([NH:11][C:36]([C:32]5[S:31][CH:35]=[CH:34][N:33]=5)=[O:37])([CH2:4]4)[CH2:2]2)[CH2:8]3)=[O:29])=[N:24]1, predict the reactants needed to synthesize it. The reactants are: [C:1]12([NH2:12])[CH2:10][CH:5]3[CH2:6][CH:7]([CH2:9][C:3]([NH2:11])([CH2:4]3)[CH2:2]1)[CH2:8]2.CCN(C(C)C)C(C)C.[CH3:22][N:23]1[CH:27]=[CH:26][C:25]([C:28](Cl)=[O:29])=[N:24]1.[S:31]1[CH:35]=[CH:34][N:33]=[C:32]1[C:36](Cl)=[O:37]. (4) Given the product [O:40]=[C:39]1[CH2:38][CH2:37][C:36](=[O:42])[N:1]1[C:2]1[CH:7]=[C:6]([CH2:8][NH:9][C:10]2[CH:28]=[CH:27][CH:26]=[CH:25][C:11]=2[C:12]([NH:14][C:15]2[CH:20]=[CH:19][CH:18]=[C:17]([C:21]([F:22])([F:24])[F:23])[CH:16]=2)=[O:13])[CH:5]=[CH:4][N:3]=1, predict the reactants needed to synthesize it. The reactants are: [NH2:1][C:2]1[CH:7]=[C:6]([CH2:8][NH:9][C:10]2[CH:28]=[CH:27][CH:26]=[CH:25][C:11]=2[C:12]([NH:14][C:15]2[CH:20]=[CH:19][CH:18]=[C:17]([C:21]([F:24])([F:23])[F:22])[CH:16]=2)=[O:13])[CH:5]=[CH:4][N:3]=1.C(N(CC)CC)C.[C:36](Cl)(=[O:42])[CH2:37][CH2:38][C:39](Cl)=[O:40]. (5) Given the product [Br:11][C:12]1[CH:13]=[C:14]([CH2:15][OH:16])[CH:17]=[C:18]([O:20][CH3:21])[CH:19]=1, predict the reactants needed to synthesize it. The reactants are: [BH4-].[Na+].C(O)C.C1COCC1.[Br:11][C:12]1[CH:13]=[C:14]([CH:17]=[C:18]([O:20][CH3:21])[CH:19]=1)[CH:15]=[O:16]. (6) Given the product [CH2:9]([O:10][C:12]1[C:13]([NH2:19])=[N:14][CH:15]=[C:16]([Br:18])[N:17]=1)[C:3]1[CH:8]=[CH:7][CH:6]=[CH:5][CH:4]=1, predict the reactants needed to synthesize it. The reactants are: [H-].[Na+].[C:3]1([CH2:9][OH:10])[CH:8]=[CH:7][CH:6]=[CH:5][CH:4]=1.Br[C:12]1[C:13]([NH2:19])=[N:14][CH:15]=[C:16]([Br:18])[N:17]=1. (7) Given the product [Br:18][C:16]1[CH:17]=[C:12]([NH:11][C:8]2[CH:7]=[CH:6][C:5]([CH:3]3[CH2:4][N:1]([CH:23]4[CH2:24][O:21][CH2:22]4)[CH2:2]3)=[CH:10][N:9]=2)[C:13](=[O:20])[N:14]([CH3:19])[CH:15]=1, predict the reactants needed to synthesize it. The reactants are: [NH:1]1[CH2:4][CH:3]([C:5]2[CH:6]=[CH:7][C:8]([NH:11][C:12]3[C:13](=[O:20])[N:14]([CH3:19])[CH:15]=[C:16]([Br:18])[CH:17]=3)=[N:9][CH:10]=2)[CH2:2]1.[O:21]1[CH2:24][C:23](=O)[CH2:22]1.[BH3-]C#N.[Na+].